Dataset: Reaction yield outcomes from USPTO patents with 853,638 reactions. Task: Predict the reaction yield, written as a fraction of the theoretical maximum amount of product (1.0 means a 100% yield; for example, 0.34 means a 34% yield). (1) The reactants are [OH:1][CH:2]([CH:6]([CH3:8])[CH3:7])[C:3]([OH:5])=[O:4].Br[CH:10]([CH3:14])[C:11](Br)=[O:12].C(N(CC)CC)C. The catalyst is CC(C)=O. The product is [CH3:14][CH:10]1[O:4][C:3](=[O:5])[CH:2]([CH:6]([CH3:8])[CH3:7])[O:1][C:11]1=[O:12]. The yield is 0.350. (2) The reactants are [C:1]([C:3]1[CH:4]=[C:5]([CH:7]=[CH:8][C:9]=1[O:10][C:11]1[CH:12]=[C:13]([Cl:17])[CH:14]=[N:15][CH:16]=1)[NH2:6])#[N:2].[Br:18]Br. The catalyst is C(O)(=O)C. The product is [NH2:6][C:5]1[CH:7]=[CH:8][C:9]([O:10][C:11]2[CH:12]=[C:13]([Cl:17])[CH:14]=[N:15][CH:16]=2)=[C:3]([C:1]#[N:2])[C:4]=1[Br:18]. The yield is 0.370. (3) The reactants are [CH3:1][O:2][CH2:3][CH2:4][O:5][C:6]1[CH:11]=[CH:10][N:9]2[C:12]([C:15]3[CH:24]=[CH:23][C:22]4[C:17](=[C:18]([N:25]5[CH2:30][CH2:29][N:28](C(OC(C)(C)C)=O)[CH2:27][CH2:26]5)[CH:19]=[CH:20][CH:21]=4)[N:16]=3)=[CH:13][N:14]=[C:8]2[CH:7]=1.FC(F)(F)C(O)=O. The catalyst is ClCCl. The product is [CH3:1][O:2][CH2:3][CH2:4][O:5][C:6]1[CH:11]=[CH:10][N:9]2[C:12]([C:15]3[CH:24]=[CH:23][C:22]4[C:17](=[C:18]([N:25]5[CH2:30][CH2:29][NH:28][CH2:27][CH2:26]5)[CH:19]=[CH:20][CH:21]=4)[N:16]=3)=[CH:13][N:14]=[C:8]2[CH:7]=1. The yield is 1.00. (4) The reactants are [Br:1][C:2]1[CH:7]=[C:6]([F:8])[CH:5]=[CH:4][C:3]=1[OH:9].[CH:10]1([CH2:13]O)[CH2:12][CH2:11]1.C1(P(C2C=CC=CC=2)C2C=CC=CC=2)C=CC=CC=1.CC(OC(/N=N/C(OC(C)C)=O)=O)C. The catalyst is O1CCCC1. The product is [Br:1][C:2]1[CH:7]=[C:6]([F:8])[CH:5]=[CH:4][C:3]=1[O:9][CH2:13][CH:10]1[CH2:12][CH2:11]1. The yield is 0.620.